From a dataset of Experimentally validated miRNA-target interactions with 360,000+ pairs, plus equal number of negative samples. Binary Classification. Given a miRNA mature sequence and a target amino acid sequence, predict their likelihood of interaction. The miRNA is hsa-miR-1183 with sequence CACUGUAGGUGAUGGUGAGAGUGGGCA. The protein sequence of the target gene is MALTDGGWCLPKRFGAAGADASDSRAFPAREPSTPPSPISSSSSSCSRGGERGPGGASNCGTPQLDTEAAAGPPARSLLLSSYASHPFGAPHGPSAPGVAGPGGNLSSWEDLLLFTDLDQAATASKLLWSSRGAKLSPFAPEQPEEMYQTLAALSSQGPAAYDGAPGGFVHSAAAAAAAAAAASSPVYVPTTRVGSMLPGLPYHLQGSGSGPANHAGGAGAHPGWPQASADSPPYGSGGGAAGGGAAGPGGAGSAAAHVSARFPYSPSPPMANGAAREPGGYAAAGSGGAGGVSGGGSSL.... Result: 1 (interaction).